Dataset: Catalyst prediction with 721,799 reactions and 888 catalyst types from USPTO. Task: Predict which catalyst facilitates the given reaction. Reactant: [F:1][C:2]1[C:3]([CH3:18])=[C:4]([C@:8]2([C:14]([O:16][CH3:17])=[O:15])[CH2:12][CH2:11][C@H:10]([OH:13])[CH2:9]2)[CH:5]=[CH:6][CH:7]=1.CC(OI1(OC(C)=O)(OC(C)=O)OC(=O)C2C=CC=CC1=2)=O. Product: [F:1][C:2]1[C:3]([CH3:18])=[C:4]([C@:8]2([C:14]([O:16][CH3:17])=[O:15])[CH2:12][CH2:11][C:10](=[O:13])[CH2:9]2)[CH:5]=[CH:6][CH:7]=1. The catalyst class is: 4.